From a dataset of Forward reaction prediction with 1.9M reactions from USPTO patents (1976-2016). Predict the product of the given reaction. (1) Given the reactants CC(C[AlH]CC(C)C)C.[CH3:10][C:11]1([CH3:28])[O:15][C@@H:14]([C@@H:16]2[C@@H:20]3[O:21][C:22]([CH3:25])([CH3:24])[O:23][C@:19]3([CH3:26])[C:18](=[O:27])[O:17]2)[CH2:13][O:12]1, predict the reaction product. The product is: [CH3:10][C:11]1([CH3:28])[O:15][C@@H:14]([C@@H:16]2[C@@H:20]3[O:21][C:22]([CH3:25])([CH3:24])[O:23][C@:19]3([CH3:26])[CH:18]([OH:27])[O:17]2)[CH2:13][O:12]1. (2) Given the reactants Cl[C:2]1[CH:7]=[CH:6][CH:5]=[CH:4][C:3]=1[CH3:8].[CH2:9]([NH2:15])[CH2:10][CH2:11][CH2:12][CH2:13][CH3:14].CC([O-])(C)C.[Na+].O(CCCC)CCCC, predict the reaction product. The product is: [CH2:9]([NH:15][C:2]1[CH:7]=[CH:6][CH:5]=[CH:4][C:3]=1[CH3:8])[CH2:10][CH2:11][CH2:12][CH2:13][CH3:14]. (3) Given the reactants [Cl:1][C:2]1[CH:9]=[C:8]([N:10]([CH2:16][C:17]2[CH:22]=[CH:21][CH:20]=[CH:19][C:18]=2[CH3:23])[C@H:11]2[CH2:15][CH2:14][NH:13][CH2:12]2)[CH:7]=[CH:6][C:3]=1[C:4]#[N:5].[CH:24]([C:26]1[CH:27]=[CH:28][C:29]([OH:35])=[C:30]([CH:34]=1)[C:31]([OH:33])=[O:32])=O, predict the reaction product. The product is: [Cl:1][C:2]1[CH:9]=[C:8]([N:10]([CH2:16][C:17]2[CH:22]=[CH:21][CH:20]=[CH:19][C:18]=2[CH3:23])[C@H:11]2[CH2:15][CH2:14][N:13]([CH2:24][C:26]3[CH:27]=[CH:28][C:29]([OH:35])=[C:30]([CH:34]=3)[C:31]([OH:33])=[O:32])[CH2:12]2)[CH:7]=[CH:6][C:3]=1[C:4]#[N:5]. (4) Given the reactants C(OC([NH:8][C@H:9]([C:18]([O:20][CH3:21])=[O:19])[CH2:10][C:11]1[CH:16]=[CH:15][C:14]([OH:17])=[CH:13][CH:12]=1)=O)(C)(C)C.C1(P(C2C=CC=CC=2)C2C=CC=CC=2)C=CC=CC=1.[N:41]1[C:50]2[NH:49][CH2:48][CH2:47][CH2:46][C:45]=2[CH:44]=[CH:43][C:42]=1[CH2:51][CH2:52]O.C1(P(=O)(C2C=CC=CC=2)C2C=CC=CC=2)C=CC=CC=1, predict the reaction product. The product is: [N:41]1[C:50]2[NH:49][CH2:48][CH2:47][CH2:46][C:45]=2[CH:44]=[CH:43][C:42]=1[CH2:51][CH2:52][O:17][C:14]1[CH:13]=[CH:12][C:11]([CH2:10][C@@H:9]([C:18]([O:20][CH3:21])=[O:19])[NH2:8])=[CH:16][CH:15]=1. (5) Given the reactants Br[C:2]1[N:7]=[C:6]([NH:8][C:9]([CH:11]2[CH2:13][CH2:12]2)=[O:10])[CH:5]=[CH:4][CH:3]=1.[CH3:14][O:15][CH2:16][S:17][C:18]1[CH:23]=[CH:22][C:21](B(O)O)=[CH:20][CH:19]=1.C([O-])(O)=O.[Na+].CCOC(C)=O, predict the reaction product. The product is: [CH3:14][O:15][CH2:16][S:17][C:18]1[CH:23]=[CH:22][C:21]([C:2]2[N:7]=[C:6]([NH:8][C:9]([CH:11]3[CH2:13][CH2:12]3)=[O:10])[CH:5]=[CH:4][CH:3]=2)=[CH:20][CH:19]=1. (6) Given the reactants [Cl:1][C:2]1[C:7]([NH:8][C:9]2[C:18]3[C:13](=[CH:14][C:15]([O:21][CH2:22][CH:23]4[CH2:28][CH2:27][NH:26][CH2:25][CH2:24]4)=[C:16]([O:19][CH3:20])[CH:17]=3)[N:12]=[CH:11][N:10]=2)=[C:6]2[O:29][CH2:30][O:31][C:5]2=[CH:4][CH:3]=1.Cl[CH2:33][C:34]#[N:35], predict the reaction product. The product is: [Cl:1][C:2]1[C:7]([NH:8][C:9]2[C:18]3[C:13](=[CH:14][C:15]([O:21][CH2:22][CH:23]4[CH2:24][CH2:25][N:26]([CH2:33][C:34]#[N:35])[CH2:27][CH2:28]4)=[C:16]([O:19][CH3:20])[CH:17]=3)[N:12]=[CH:11][N:10]=2)=[C:6]2[O:29][CH2:30][O:31][C:5]2=[CH:4][CH:3]=1. (7) Given the reactants [NH2:1][C:2]1[C:15]2[C:14](=[O:16])[C:13]3[C:8](=[CH:9][CH:10]=[CH:11][CH:12]=3)[C:7](=[O:17])[C:6]=2[CH:5]=[CH:4][C:3]=1[NH2:18].S(=O)(=O)(O)O.[CH:24]([C:26]([CH3:28])=O)=[CH2:25], predict the reaction product. The product is: [CH3:25][C:24]1[C:26]([CH3:28])=[N:18][C:3]2[CH:4]=[CH:5][C:6]3[C:7](=[O:17])[C:8]4[C:13](=[CH:12][CH:11]=[CH:10][CH:9]=4)[C:14](=[O:16])[C:15]=3[C:2]=2[N:1]=1. (8) Given the reactants [Cl:1][C:2]1[CH2:6][CH2:5][N:4]([C:7]2[CH:8]=[N:9][CH:10]=[CH:11][CH:12]=2)[N:3]=1.[OH-].[K+].S(OOS([O-])(=O)=O)([O-])(=O)=O.[K+].[K+], predict the reaction product. The product is: [Cl:1][C:2]1[CH:6]=[CH:5][N:4]([C:7]2[CH:8]=[N:9][CH:10]=[CH:11][CH:12]=2)[N:3]=1.